The task is: Predict which catalyst facilitates the given reaction.. This data is from Catalyst prediction with 721,799 reactions and 888 catalyst types from USPTO. (1) Reactant: [H-].[Na+].[C:3]([CH2:5][N:6]1[CH2:11][CH2:10][N:9]([C:12]([O:14][C:15]([CH3:18])([CH3:17])[CH3:16])=[O:13])[CH2:8][CH2:7]1)#[N:4].[CH:19](=O)[C:20]1[CH:25]=[CH:24][CH:23]=[CH:22][CH:21]=1. Product: [C:3]([C:5]([N:6]1[CH2:11][CH2:10][N:9]([C:12]([O:14][C:15]([CH3:18])([CH3:17])[CH3:16])=[O:13])[CH2:8][CH2:7]1)=[CH:19][C:20]1[CH:25]=[CH:24][CH:23]=[CH:22][CH:21]=1)#[N:4]. The catalyst class is: 3. (2) Reactant: [F:1][C:2]1[CH:7]=[CH:6][C:5]([N:8]2[C:11](=[O:12])[C@H:10]([S:13][CH2:14][C:15]([C:17]3[CH:22]=[CH:21][C:20]([O:23][CH3:24])=[CH:19][CH:18]=3)=[O:16])[C@H:9]2[C:25]2[CH:46]=[CH:45][C:28]([O:29][CH2:30][C:31]([NH:33][CH2:34][C:35]([NH:37][C@@H:38]([C:42]([OH:44])=[O:43])[CH:39]([CH3:41])[CH3:40])=[O:36])=[O:32])=[CH:27][CH:26]=2)=[CH:4][CH:3]=1. Product: [F:1][C:2]1[CH:7]=[CH:6][C:5]([N:8]2[C:11](=[O:12])[C@H:10]([S:13][CH2:14][CH:15]([OH:16])[C:17]3[CH:18]=[CH:19][C:20]([O:23][CH3:24])=[CH:21][CH:22]=3)[C@H:9]2[C:25]2[CH:26]=[CH:27][C:28]([O:29][CH2:30][C:31]([NH:33][CH2:34][C:35]([NH:37][C@@H:38]([C:42]([OH:44])=[O:43])[CH:39]([CH3:41])[CH3:40])=[O:36])=[O:32])=[CH:45][CH:46]=2)=[CH:4][CH:3]=1. The catalyst class is: 130. (3) Reactant: [CH2:1]([C:5]1[N:6]=[C:7]([CH3:28])[NH:8][C:9](=[O:27])[C:10]=1[CH2:11][C:12]1[CH:17]=[CH:16][C:15]([C:18]2[C:19]([C:24]#[N:25])=[CH:20][CH:21]=[CH:22][CH:23]=2)=[CH:14][C:13]=1[F:26])[CH2:2][CH2:3][CH3:4].[CH3:29][CH:30]1[CH2:34][C:33]2[CH:35]=[C:36](B(O)O)[CH:37]=[CH:38][C:32]=2[O:31]1.C(N(CC)CC)C.N1C=CC=CC=1. Product: [CH2:1]([C:5]1[N:6]=[C:7]([CH3:28])[N:8]([C:36]2[CH:37]=[CH:38][C:32]3[O:31][CH:30]([CH3:29])[CH2:34][C:33]=3[CH:35]=2)[C:9](=[O:27])[C:10]=1[CH2:11][C:12]1[CH:17]=[CH:16][C:15]([C:18]2[C:19]([C:24]#[N:25])=[CH:20][CH:21]=[CH:22][CH:23]=2)=[CH:14][C:13]=1[F:26])[CH2:2][CH2:3][CH3:4]. The catalyst class is: 297. (4) Product: [CH3:1][O:2][C:3]([C@@H:5]1[CH2:9][CH2:8][CH2:7][C@@H:6]1[N:10]([CH2:11][C:12]1[CH:17]=[CH:16][C:15]([F:18])=[C:14]([Cl:19])[CH:13]=1)[C:36](=[O:37])[CH2:35][C:30]1[NH:29][C:28]2[CH:39]=[CH:40][C:25]([NH:24][S:21]([CH3:20])(=[O:23])=[O:22])=[CH:26][C:27]=2[S:32](=[O:33])(=[O:34])[N:31]=1)=[O:4]. Reactant: [CH3:1][O:2][C:3]([C@@H:5]1[CH2:9][CH2:8][CH2:7][C@@H:6]1[NH:10][CH2:11][C:12]1[CH:17]=[CH:16][C:15]([F:18])=[C:14]([Cl:19])[CH:13]=1)=[O:4].[CH3:20][S:21]([NH:24][C:25]1[CH:40]=[CH:39][C:28]2[NH:29][C:30]([CH2:35][C:36](O)=[O:37])=[N:31][S:32](=[O:34])(=[O:33])[C:27]=2[CH:26]=1)(=[O:23])=[O:22].CN1CCOCC1.Cl.CN(C)CCCN=C=NCC. The catalyst class is: 9. (5) Reactant: [CH3:1][C:2]1([CH3:18])[O:6][CH:5]([CH2:7][C:8]2[C:13]([O:14][CH3:15])=[CH:12][CH:11]=[CH:10][C:9]=2[CH2:16][OH:17])[CH2:4][O:3]1.C(N([CH2:24][CH3:25])CC)C.[CH3:26][S:27](Cl)(=[O:29])=[O:28].[C:31](=[O:34])(O)[O-].[Na+]. Product: [CH3:26][S:27]([O:17][CH:16]([O:34][CH2:31][C:25]1[CH:24]=[CH:8][CH:7]=[CH:5][CH:4]=1)[C:9]1[CH:10]=[CH:11][CH:12]=[C:13]([O:14][CH3:15])[C:8]=1[CH2:7][CH:5]1[CH2:4][O:3][C:2]([CH3:18])([CH3:1])[O:6]1)(=[O:29])=[O:28]. The catalyst class is: 7.